Dataset: Reaction yield outcomes from USPTO patents with 853,638 reactions. Task: Predict the reaction yield, written as a fraction of the theoretical maximum amount of product (1.0 means a 100% yield; for example, 0.34 means a 34% yield). (1) The reactants are [CH3:1][CH2:2][CH2:3][CH:4]([NH:8][C:9](=[O:18])[C:10]1[CH:15]=[CH:14][C:13]([OH:16])=[C:12]([OH:17])[CH:11]=1)[CH2:5][CH2:6][CH3:7].C(=O)([O-])[O-].[K+].[K+].[CH2:25]([O:27][C:28](=[O:31])[C:29]#[CH:30])[CH3:26]. The product is [CH3:1][CH2:2][CH2:3][CH:4]([NH:8][C:9]([C:10]1[CH:15]=[CH:14][C:13]2[O:16][CH:30]([CH2:29][C:28]([O:27][CH2:25][CH3:26])=[O:31])[O:17][C:12]=2[CH:11]=1)=[O:18])[CH2:5][CH2:6][CH3:7]. The yield is 0.710. The catalyst is CC(C)=O. (2) The reactants are O[C:2]1[CH2:8][CH2:7][N:6]([C:9]([O:11][C:12]([CH3:15])([CH3:14])[CH3:13])=[O:10])[CH2:5][CH2:4]C=1C(OCC)=O.[N:21]([Li])([CH:25](C)C)C(C)C.CN(P(N(C)C)(N(C)C)=[O:33])C.CI.[CH2:42]1[CH2:46][O:45][CH2:44][CH2:43]1. No catalyst specified. The product is [NH2:21][C:25]1[CH:8]([CH3:2])[CH2:7][N:6]([C:9]([O:11][C:12]([CH3:13])([CH3:14])[CH3:15])=[O:10])[CH2:5][CH2:4][C:43]=1[C:44]([O:45][CH2:46][CH3:42])=[O:33]. The yield is 0.760. (3) The reactants are [Br:1][C:2]1[CH:3]=[C:4]([CH2:11][OH:12])[CH:5]=[C:6]([N+:8]([O-:10])=[O:9])[CH:7]=1.I[CH3:14].[H-].[Na+]. The catalyst is CN(C=O)C. The product is [Br:1][C:2]1[CH:7]=[C:6]([N+:8]([O-:10])=[O:9])[CH:5]=[C:4]([CH2:11][O:12][CH3:14])[CH:3]=1. The yield is 0.890. (4) The reactants are [Br:1][C:2]1[CH:7]=[CH:6][C:5]([S:8](Cl)(=[O:10])=[O:9])=[CH:4][CH:3]=1.[NH2:12][C:13]1[C:14]([CH3:19])=[N:15][N:16]([CH3:18])[CH:17]=1. The catalyst is N1C=CC=CC=1. The product is [Br:1][C:2]1[CH:7]=[CH:6][C:5]([S:8]([NH:12][C:13]2[C:14]([CH3:19])=[N:15][N:16]([CH3:18])[CH:17]=2)(=[O:10])=[O:9])=[CH:4][CH:3]=1. The yield is 0.920. (5) The reactants are [CH:1]1[C:9]2[C:8]3[CH:10]=[CH:11][CH:12]=[CH:13][C:7]=3[S:6][C:5]=2[C:4]([C:14]2[CH:15]=[C:16](B(O)O)[CH:17]=[CH:18][CH:19]=2)=[CH:3][CH:2]=1.I[C:24]1[CH:25]=[C:26]([Br:30])[CH:27]=[CH:28][CH:29]=1.CC1C=CC=CC=1P(C1C=CC=CC=1C)C1C=CC=CC=1C.C(=O)([O-])[O-].[K+].[K+]. The catalyst is C([O-])(=O)C.[Pd+2].C([O-])(=O)C.C1(C)C=CC=CC=1.O.C(O)C. The product is [Br:30][C:26]1[CH:25]=[C:24]([C:16]2[CH:17]=[CH:18][CH:19]=[C:14]([C:4]3[C:5]4[S:6][C:7]5[CH:13]=[CH:12][CH:11]=[CH:10][C:8]=5[C:9]=4[CH:1]=[CH:2][CH:3]=3)[CH:15]=2)[CH:29]=[CH:28][CH:27]=1. The yield is 0.340. (6) The catalyst is C(O)(C(F)(F)F)=O.O. The reactants are C([NH:20][S:21](=[O:46])(=[O:45])[O:22][CH2:23][C@@H:24]1[C@@H:31]2[C@@H:27]([O:28]C(C)(C)[O:30]2)[C@H:26]([N:34]2[CH:42]=[N:41][C:40]3[C:35]2=[N:36][CH:37]=[N:38][C:39]=3[CH2:43][CH3:44])[O:25]1)(C1C=CC=CC=1)(C1C=CC=CC=1)C1C=CC=CC=1. The yield is 0.840. The product is [S:21](=[O:46])(=[O:45])([O:22][CH2:23][C@@H:24]1[C@@H:31]([OH:30])[C@@H:27]([OH:28])[C@H:26]([N:34]2[CH:42]=[N:41][C:40]3[C:35]2=[N:36][CH:37]=[N:38][C:39]=3[CH2:43][CH3:44])[O:25]1)[NH2:20].